This data is from NCI-60 drug combinations with 297,098 pairs across 59 cell lines. The task is: Regression. Given two drug SMILES strings and cell line genomic features, predict the synergy score measuring deviation from expected non-interaction effect. (1) Drug 1: CCC1(CC2CC(C3=C(CCN(C2)C1)C4=CC=CC=C4N3)(C5=C(C=C6C(=C5)C78CCN9C7C(C=CC9)(C(C(C8N6C=O)(C(=O)OC)O)OC(=O)C)CC)OC)C(=O)OC)O.OS(=O)(=O)O. Drug 2: CC1=C(N=C(N=C1N)C(CC(=O)N)NCC(C(=O)N)N)C(=O)NC(C(C2=CN=CN2)OC3C(C(C(C(O3)CO)O)O)OC4C(C(C(C(O4)CO)O)OC(=O)N)O)C(=O)NC(C)C(C(C)C(=O)NC(C(C)O)C(=O)NCCC5=NC(=CS5)C6=NC(=CS6)C(=O)NCCC[S+](C)C)O. Cell line: SNB-19. Synergy scores: CSS=16.8, Synergy_ZIP=-7.63, Synergy_Bliss=-4.01, Synergy_Loewe=-5.97, Synergy_HSA=-2.53. (2) Drug 1: CC1=C2C(C(=O)C3(C(CC4C(C3C(C(C2(C)C)(CC1OC(=O)C(C(C5=CC=CC=C5)NC(=O)OC(C)(C)C)O)O)OC(=O)C6=CC=CC=C6)(CO4)OC(=O)C)OC)C)OC. Drug 2: C1=C(C(=O)NC(=O)N1)F. Cell line: OVCAR-4. Synergy scores: CSS=49.2, Synergy_ZIP=-13.5, Synergy_Bliss=-17.2, Synergy_Loewe=-9.52, Synergy_HSA=-7.71. (3) Drug 1: CN1C2=C(C=C(C=C2)N(CCCl)CCCl)N=C1CCCC(=O)O.Cl. Drug 2: C(CCl)NC(=O)N(CCCl)N=O. Cell line: CAKI-1. Synergy scores: CSS=6.08, Synergy_ZIP=-2.64, Synergy_Bliss=-1.78, Synergy_Loewe=-2.70, Synergy_HSA=-1.24.